This data is from Catalyst prediction with 721,799 reactions and 888 catalyst types from USPTO. The task is: Predict which catalyst facilitates the given reaction. (1) Reactant: [C:1]([CH2:4][CH2:5][C:6]1[C:10]([CH3:11])=[C:9]([CH:12]=O)[NH:8][C:7]=1[CH3:14])([OH:3])=[O:2].[Cl:15][C:16]1[C:17]([CH3:26])=[C:18]2[C:22](=[CH:23][CH:24]=1)[NH:21][C:20](=[O:25])[CH2:19]2. Product: [Cl:15][C:16]1[C:17]([CH3:26])=[C:18]2[C:22](=[CH:23][CH:24]=1)[NH:21][C:20](=[O:25])[C:19]2=[CH:12][C:9]1[NH:8][C:7]([CH3:14])=[C:6]([CH2:5][CH2:4][C:1]([OH:3])=[O:2])[C:10]=1[CH3:11]. The catalyst class is: 495. (2) Reactant: C(OC(=O)[N:7]([CH:30]([C:32]1[CH:37]=[CH:36][C:35]([C:38]2[CH:43]=[CH:42][CH:41]=[CH:40][CH:39]=2)=[CH:34][CH:33]=1)[CH3:31])[CH2:8][C:9]([N:11]1[CH2:16][CH2:15][N:14]([C:17](=[O:29])[C:18]2[CH:23]=[C:22]([F:24])[CH:21]=[CH:20][C:19]=2[C:25]([F:28])([F:27])[F:26])[CH2:13][CH2:12]1)=[O:10])(C)(C)C.[ClH:45]. Product: [ClH:45].[C:35]1([C:38]2[CH:43]=[CH:42][CH:41]=[CH:40][CH:39]=2)[CH:34]=[CH:33][C:32]([CH:30]([NH:7][CH2:8][C:9]([N:11]2[CH2:12][CH2:13][N:14]([C:17](=[O:29])[C:18]3[CH:23]=[C:22]([F:24])[CH:21]=[CH:20][C:19]=3[C:25]([F:28])([F:27])[F:26])[CH2:15][CH2:16]2)=[O:10])[CH3:31])=[CH:37][CH:36]=1. The catalyst class is: 12. (3) Reactant: [S:1](Cl)(Cl)=[O:2].N1C=CN=C1.COC([C:14]1[CH:19]=[C:18]([NH2:20])[CH:17]=[CH:16][N:15]=1)=O. Product: [S:1](=[N:20][C:18]1[CH:17]=[CH:16][N:15]=[CH:14][CH:19]=1)=[O:2]. The catalyst class is: 4. (4) Reactant: [Br:1][C:2]1[CH:3]=[C:4]([CH:9]=[CH:10][C:11]=1[CH3:12])[C:5]([NH:7][NH2:8])=[O:6].[CH3:13][C:14]([CH3:16])=O.FC(F)(F)C(O)=O. Product: [Br:1][C:2]1[CH:3]=[C:4]([CH:9]=[CH:10][C:11]=1[CH3:12])[C:5]([NH:7][N:8]=[C:14]([CH3:16])[CH3:13])=[O:6]. The catalyst class is: 81. (5) Reactant: C[O:2][C:3]([C@H:5]1[NH:21][C:20](=[O:22])[C@H:19]([CH:23]([CH3:25])[CH3:24])[NH:18][C:17](=[O:26])[C@@H:16]([NH:27][S:28]([CH3:31])(=[O:30])=[O:29])[CH2:15][C:14]2=[CH:32][CH:33]=[C:11]([CH:12]=[CH:13]2)[O:10][CH2:9][CH2:8][CH2:7][CH2:6]1)=O.CC(C[AlH]CC(C)C)C.CCOC(C)=O. Product: [CH:3]([C@H:5]1[NH:21][C:20](=[O:22])[C@H:19]([CH:23]([CH3:25])[CH3:24])[NH:18][C:17](=[O:26])[C@@H:16]([NH:27][S:28]([CH3:31])(=[O:30])=[O:29])[CH2:15][C:14]2=[CH:32][CH:33]=[C:11]([CH:12]=[CH:13]2)[O:10][CH2:9][CH2:8][CH2:7][CH2:6]1)=[O:2]. The catalyst class is: 2.